Dataset: Reaction yield outcomes from USPTO patents with 853,638 reactions. Task: Predict the reaction yield, written as a fraction of the theoretical maximum amount of product (1.0 means a 100% yield; for example, 0.34 means a 34% yield). (1) The reactants are [Cl:1][C:2]1[C:10]([N+:11]([O-:13])=[O:12])=[CH:9][C:5]([C:6]([OH:8])=O)=[C:4]([F:14])[CH:3]=1.[C:15](Cl)(=O)C(Cl)=O.C[Mg+].[Br-]. The catalyst is C(Cl)Cl.CN(C=O)C.C1COCC1.[Zn+2].[Br-].[Br-].C1C=CC([P]([Pd]([P](C2C=CC=CC=2)(C2C=CC=CC=2)C2C=CC=CC=2)([P](C2C=CC=CC=2)(C2C=CC=CC=2)C2C=CC=CC=2)[P](C2C=CC=CC=2)(C2C=CC=CC=2)C2C=CC=CC=2)(C2C=CC=CC=2)C2C=CC=CC=2)=CC=1. The product is [Cl:1][C:2]1[C:10]([N+:11]([O-:13])=[O:12])=[CH:9][C:5]([C:6](=[O:8])[CH3:15])=[C:4]([F:14])[CH:3]=1. The yield is 0.740. (2) The reactants are [CH:1]([C:3]1[CH:4]=[N:5][C:6]2[C:11]([CH:12]=1)=[CH:10][CH:9]=[C:8]([NH:13][C:14]([C:16]1[C:17]([C:22]3[CH:27]=[CH:26][C:25]([C:28]([F:31])([F:30])[F:29])=[CH:24][CH:23]=3)=[CH:18][CH:19]=[CH:20][CH:21]=1)=[O:15])[CH:7]=2)=[O:2].P([O-])(O)(O)=[O:33].[K+].Cl([O-])=O.[Na+].S([O-])([O-])=O.[Na+].[Na+].Cl. The catalyst is C(#N)C. The product is [F:30][C:28]([F:31])([F:29])[C:25]1[CH:24]=[CH:23][C:22]([C:17]2[C:16]([C:14]([NH:13][C:8]3[CH:7]=[C:6]4[C:11]([CH:12]=[C:3]([C:1]([OH:33])=[O:2])[CH:4]=[N:5]4)=[CH:10][CH:9]=3)=[O:15])=[CH:21][CH:20]=[CH:19][CH:18]=2)=[CH:27][CH:26]=1. The yield is 0.800. (3) The reactants are [S:1]1[CH:5]=[CH:4][C:3]([CH2:6][CH2:7][CH2:8][C:9]([OH:11])=O)=[CH:2]1.S(Cl)(Cl)=O. The catalyst is COCCOCCOC.N1C=CC=CC=1. The product is [S:1]1[C:2]2[C:9](=[O:11])[CH2:8][CH2:7][CH2:6][C:3]=2[CH:4]=[CH:5]1. The yield is 0.720.